This data is from Forward reaction prediction with 1.9M reactions from USPTO patents (1976-2016). The task is: Predict the product of the given reaction. (1) Given the reactants FC(F)(F)C(O)=O.[CH2:8]([O:11][C:12]([CH:14]1[CH2:18][C:17](F)([F:19])[CH2:16][NH:15]1)=[O:13])[CH:9]=[CH2:10], predict the reaction product. The product is: [CH2:8]([O:11][C:12]([C:14]1[NH:15][CH:16]=[C:17]([F:19])[CH:18]=1)=[O:13])[CH:9]=[CH2:10]. (2) Given the reactants [CH:1]1[C:13]2[CH2:12][C:11]3[C:6](=[CH:7][CH:8]=[CH:9][CH:10]=3)[C:5]=2[CH:4]=[CH:3][CH:2]=1.C([Li])CCC.CCCCCC.[C:25]([C:29]1[CH:30]=[C:31]([CH3:55])[C:32](=[C:34]([C:45]2[CH:50]=[CH:49][C:48]([C:51]([CH3:54])([CH3:53])[CH3:52])=[CH:47][CH:46]=2)[C:35]2[CH:40]=[CH:39][C:38]([C:41]([CH3:44])([CH3:43])[CH3:42])=[CH:37][CH:36]=2)[CH:33]=1)([CH3:28])([CH3:27])[CH3:26].O, predict the reaction product. The product is: [C:25]([C:29]1[CH:30]=[C:31]([CH3:55])[CH:32]([C:34]([C:1]2[C:13]3[CH2:12][C:11]4[C:6](=[CH:7][CH:8]=[CH:9][CH:10]=4)[C:5]=3[CH:4]=[CH:3][CH:2]=2)([C:45]2[CH:50]=[CH:49][C:48]([C:51]([CH3:54])([CH3:53])[CH3:52])=[CH:47][CH:46]=2)[C:35]2[CH:36]=[CH:37][C:38]([C:41]([CH3:44])([CH3:42])[CH3:43])=[CH:39][CH:40]=2)[CH:33]=1)([CH3:26])([CH3:27])[CH3:28]. (3) Given the reactants [CH3:1][C:2]1[CH:7]=[CH:6][C:5]([NH:8]C(=O)OC(C)(C)C)=[CH:4][C:3]=1[NH:16][C:17]([C:19]1[S:27][C:22]2=[N:23][CH:24]=[CH:25][N:26]=[C:21]2[CH:20]=1)=[O:18].[ClH:28].O1CCOCC1, predict the reaction product. The product is: [ClH:28].[NH2:8][C:5]1[CH:6]=[CH:7][C:2]([CH3:1])=[C:3]([NH:16][C:17]([C:19]2[S:27][C:22]3=[N:23][CH:24]=[CH:25][N:26]=[C:21]3[CH:20]=2)=[O:18])[CH:4]=1.